Dataset: Reaction yield outcomes from USPTO patents with 853,638 reactions. Task: Predict the reaction yield, written as a fraction of the theoretical maximum amount of product (1.0 means a 100% yield; for example, 0.34 means a 34% yield). (1) The reactants are [NH2:1][C:2]1[N:3]=[C:4]([Cl:11])[C:5]2[CH:10]=[CH:9][NH:8][C:6]=2[N:7]=1.CCN(CC)CC.[Si:19](OS(C(F)(F)F)(=O)=O)([C:22]([CH3:25])([CH3:24])[CH3:23])([CH3:21])[CH3:20]. The catalyst is ClCCl. The product is [Si:19]([NH:1][C:2]1[N:3]=[C:4]([Cl:11])[C:5]2[CH:10]=[CH:9][NH:8][C:6]=2[N:7]=1)([C:22]([CH3:25])([CH3:24])[CH3:23])([CH3:21])[CH3:20]. The yield is 0.790. (2) The product is [CH2:16]([O:15][C:9]1[CH:10]=[CH:11][NH:12][C:13](=[O:20])[C:3]=1[C:4]([O:6][CH2:7][CH3:8])=[O:5])[CH3:17]. The yield is 0.666. The reactants are C([C:3](=[C:9]([O:15][CH2:16][CH3:17])[CH:10]=[CH:11][N:12](C)[CH3:13])[C:4]([O:6][CH2:7][CH3:8])=[O:5])#N.CC(O)=[O:20]. No catalyst specified. (3) The catalyst is ClCCl. The reactants are [CH3:1][C:2]1[S:3][C:4]([C:11]([OH:13])=O)=[C:5]([C:7]([F:10])([F:9])[F:8])[N:6]=1.C1(N=C=NC2CCCCC2)CCCCC1.ON1C2C=CC=CC=2N=N1.[Cl:39][C:40]1[CH:41]=[C:42]([C:47]2[C:48]([NH2:53])=[N:49][CH:50]=[N:51][CH:52]=2)[CH:43]=[CH:44][C:45]=1[Cl:46]. The product is [Cl:39][C:40]1[CH:41]=[C:42]([C:47]2[C:48]([NH:53][C:11]([C:4]3[S:3][C:2]([CH3:1])=[N:6][C:5]=3[C:7]([F:8])([F:9])[F:10])=[O:13])=[N:49][CH:50]=[N:51][CH:52]=2)[CH:43]=[CH:44][C:45]=1[Cl:46]. The yield is 0.340. (4) The reactants are Br[C:2]1[CH:3]=[C:4]2[C:9](=[CH:10][CH:11]=1)[O:8][C:7]([CH3:13])([CH3:12])[CH2:6][C:5]2=[O:14].[B:15]1(B2OC(C)(C)C(C)(C)O2)[O:19]C(C)(C)C(C)(C)[O:16]1.C([O-])(=O)C.[K+].O. The catalyst is CN(C)C=O.C([O-])(=O)C.[Pd+2].C([O-])(=O)C. The product is [CH3:12][C:7]1([CH3:13])[CH2:6][C:5](=[O:14])[C:4]2[C:9](=[CH:10][CH:11]=[C:2]([B:15]([OH:19])[OH:16])[CH:3]=2)[O:8]1. The yield is 0.840. (5) The reactants are [O:1]1[C:5]2[CH:6]=[CH:7][C:8]([C:10]3([C:13]([NH:15][C:16]4[CH:21]=[C:20]([C:22]5[CH:27]=[CH:26][C:25]([C:28](=[O:32])[N:29]([CH3:31])[CH3:30])=[CH:24][CH:23]=5)[C:19]([C:33]([O:35]C)=[O:34])=[CH:18][CH:17]=4)=[O:14])[CH2:12][CH2:11]3)=[CH:9][C:4]=2[O:3][CH2:2]1. The catalyst is CN(C=O)C.C([O-])([O-])=O.[K+].[K+]. The product is [O:1]1[C:5]2[CH:6]=[CH:7][C:8]([C:10]3([C:13]([NH:15][C:16]4[CH:21]=[C:20]([C:22]5[CH:27]=[CH:26][C:25]([C:28](=[O:32])[N:29]([CH3:31])[CH3:30])=[CH:24][CH:23]=5)[C:19]([C:33]([OH:35])=[O:34])=[CH:18][CH:17]=4)=[O:14])[CH2:12][CH2:11]3)=[CH:9][C:4]=2[O:3][CH2:2]1. The yield is 0.0800. (6) The reactants are Cl[CH2:2][C:3]1[C:12]([OH:13])=[CH:11][CH:10]=[C:9]2[C:4]=1[CH2:5][CH2:6][CH2:7][C:8]2=[O:14].[C:15]1([S:21]([O-:23])=[O:22])[CH:20]=[CH:19][CH:18]=[CH:17][CH:16]=1.[Na+]. The catalyst is C(#N)C. The product is [OH:13][C:12]1[C:3]([CH2:2][S:21]([C:15]2[CH:20]=[CH:19][CH:18]=[CH:17][CH:16]=2)(=[O:23])=[O:22])=[C:4]2[C:9](=[CH:10][CH:11]=1)[C:8](=[O:14])[CH2:7][CH2:6][CH2:5]2. The yield is 0.840. (7) The reactants are [CH2:1]([O:3][C:4]([C:6]1[NH:14][C:13]2[CH:12]=[CH:11][N:10]=[CH:9][C:8]=2[C:7]=1[NH:15][C:16]1[CH:21]=[CH:20][C:19]([I:22])=[CH:18][C:17]=1[F:23])=[O:5])[CH3:2].C(=O)([O-])[O-].[K+].[K+].[I-].[Na+].Br[CH2:33][CH2:34][O:35][CH3:36]. The catalyst is CN(C=O)C.O. The product is [CH2:1]([O:3][C:4]([C:6]1[N:14]([CH2:33][CH2:34][O:35][CH3:36])[C:13]2[CH:12]=[CH:11][N:10]=[CH:9][C:8]=2[C:7]=1[NH:15][C:16]1[CH:21]=[CH:20][C:19]([I:22])=[CH:18][C:17]=1[F:23])=[O:5])[CH3:2]. The yield is 0.160.